From a dataset of Forward reaction prediction with 1.9M reactions from USPTO patents (1976-2016). Predict the product of the given reaction. (1) Given the reactants [C:1]([NH:5][S:6]([C:9]1[C:14]([Cl:15])=[CH:13][CH:12]=[C:11]([N+:16]([O-:18])=[O:17])[C:10]=1Cl)(=[O:8])=[O:7])([CH3:4])([CH3:3])[CH3:2].[H-].[Na+].[OH2:22], predict the reaction product. The product is: [C:1]([NH:5][S:6]([C:9]1[C:14]([Cl:15])=[CH:13][CH:12]=[C:11]([N+:16]([O-:18])=[O:17])[C:10]=1[OH:22])(=[O:8])=[O:7])([CH3:4])([CH3:3])[CH3:2]. (2) Given the reactants [Br:1][C:2]1[N:7]=[CH:6][C:5]([OH:8])=[CH:4][CH:3]=1.I[CH2:10][CH3:11].C(=O)([O-])[O-].[K+].[K+].CN(C=O)C, predict the reaction product. The product is: [Br:1][C:2]1[CH:3]=[CH:4][C:5]([O:8][CH2:10][CH3:11])=[CH:6][N:7]=1. (3) Given the reactants [CH3:1][O:2][C:3]1[CH:20]=[CH:19][C:6]2[NH:7][C:8]([CH2:13][C:14]([O:16]CC)=O)=[N:9][S:10](=[O:12])(=[O:11])[C:5]=2[CH:4]=1.[CH3:21][CH:22]([CH3:37])[CH2:23][CH2:24][N:25]1[C:30]2[N:31]=[CH:32][CH:33]=[CH:34][C:29]=2[C:28](=O)[O:27]C1=O.[H-].[Na+].C(O)(=O)C, predict the reaction product. The product is: [OH:27][C:28]1[C:29]2[C:30](=[N:31][CH:32]=[CH:33][CH:34]=2)[N:25]([CH2:24][CH2:23][CH:22]([CH3:37])[CH3:21])[C:14](=[O:16])[C:13]=1[C:8]1[NH:7][C:6]2[CH:19]=[CH:20][C:3]([O:2][CH3:1])=[CH:4][C:5]=2[S:10](=[O:11])(=[O:12])[N:9]=1. (4) Given the reactants CN(C1C=CC=CN=1)C.CCN=C=NCCCN(C)C.C1C=CC2N(O)N=NC=2C=1.[NH:31]1[CH2:34][CH:33]([CH2:35][C:36]2[S:37][CH:38]=[C:39]([C:41]3[CH:46]=[CH:45][C:44]([F:47])=[CH:43][CH:42]=3)[N:40]=2)[CH2:32]1.[F:48][C:49]([F:65])([F:64])[C:50]1[O:54][N:53]=[C:52]([C:55]2[CH:56]=[C:57]([CH:61]=[CH:62][CH:63]=2)[C:58](O)=[O:59])[N:51]=1, predict the reaction product. The product is: [F:47][C:44]1[CH:45]=[CH:46][C:41]([C:39]2[N:40]=[C:36]([CH2:35][CH:33]3[CH2:34][N:31]([C:58]([C:57]4[CH:61]=[CH:62][CH:63]=[C:55]([C:52]5[N:51]=[C:50]([C:49]([F:64])([F:48])[F:65])[O:54][N:53]=5)[CH:56]=4)=[O:59])[CH2:32]3)[S:37][CH:38]=2)=[CH:42][CH:43]=1.